From a dataset of CYP3A4 inhibition data for predicting drug metabolism from PubChem BioAssay. Regression/Classification. Given a drug SMILES string, predict its absorption, distribution, metabolism, or excretion properties. Task type varies by dataset: regression for continuous measurements (e.g., permeability, clearance, half-life) or binary classification for categorical outcomes (e.g., BBB penetration, CYP inhibition). Dataset: cyp3a4_veith. (1) The drug is COC(=O)[C@H](CCSC)NC(=O)C/C=C\[C@@H](C)[C@@H](CO)OC. The result is 0 (non-inhibitor). (2) The molecule is COc1ccc(CNc2ncncc2-c2ccc(C(=O)N(C)C)cc2)c(OC)c1. The result is 1 (inhibitor).